From a dataset of Full USPTO retrosynthesis dataset with 1.9M reactions from patents (1976-2016). Predict the reactants needed to synthesize the given product. (1) Given the product [Cl:1][C:2]1[CH:7]=[CH:6][C:5]([C:8]2[CH:13]=[CH:12][C:11]([C:14](=[N:22][N:23]([CH3:24])[CH3:25])[CH2:15][CH2:16][C:17]([OH:19])=[O:18])=[CH:10][CH:9]=2)=[CH:4][CH:3]=1, predict the reactants needed to synthesize it. The reactants are: [Cl:1][C:2]1[CH:7]=[CH:6][C:5]([C:8]2[CH:13]=[CH:12][C:11]([C:14](=O)[CH2:15][CH2:16][C:17]([OH:19])=[O:18])=[CH:10][CH:9]=2)=[CH:4][CH:3]=1.C[NH:22][NH:23][CH3:24].[CH2:25](Cl)Cl. (2) Given the product [C:28]([O:31][CH2:32][C:33]1[CH:34]=[CH:35][C:36]([CH2:40][C:41]2[CH:42]=[CH:43][C:44]([CH:23]3[CH2:24][CH2:25]3)=[CH:45][CH:46]=2)=[C:37]([OH:39])[CH:38]=1)(=[O:30])[CH3:29], predict the reactants needed to synthesize it. The reactants are: C(OC=C)(=O)C.CCCC[Sn](Cl)(O[Sn](Cl)(C[CH2:23][CH2:24][CH3:25])CCCC)CCCC.[C:28]([O:31][CH2:32][C:33]1[CH:34]=[CH:35][C:36]([CH2:40][C:41]2[CH:46]=[CH:45][C:44](OC)=[CH:43][CH:42]=2)=[C:37]([OH:39])[CH:38]=1)(=[O:30])[CH3:29]. (3) The reactants are: [F:1][C:2]1[CH:3]=[C:4]([C:8]2[CH:17]=[CH:16][C:15]3[C:10](=[CH:11][CH:12]=[C:13]([O:18]C)[CH:14]=3)[C:9]=2[CH2:20][C:21]2[CH:35]=[CH:34][C:24]([O:25][CH2:26][CH2:27][N:28]3[CH2:33][CH2:32][CH2:31][CH2:30][CH2:29]3)=[CH:23][CH:22]=2)[CH:5]=[CH:6][CH:7]=1.B(Br)(Br)Br.C(=O)(O)[O-].[Na+].C(Cl)(Cl)[Cl:46].C(O)(C)C. Given the product [ClH:46].[F:1][C:2]1[CH:3]=[C:4]([C:8]2[C:9]([CH2:20][C:21]3[CH:35]=[CH:34][C:24]([O:25][CH2:26][CH2:27][N:28]4[CH2:33][CH2:32][CH2:31][CH2:30][CH2:29]4)=[CH:23][CH:22]=3)=[C:10]3[C:15](=[CH:16][CH:17]=2)[CH:14]=[C:13]([OH:18])[CH:12]=[CH:11]3)[CH:5]=[CH:6][CH:7]=1, predict the reactants needed to synthesize it. (4) Given the product [NH2:1][C:2]1[CH:3]=[C:4]([C:8]2[CH:13]=[CH:12][C:11]([OH:14])=[C:10]([N:22]3[S:26](=[O:28])(=[O:27])[NH:25][C:24](=[O:29])[CH2:23]3)[CH:9]=2)[CH:5]=[CH:6][CH:7]=1, predict the reactants needed to synthesize it. The reactants are: [NH2:1][C:2]1[CH:3]=[C:4]([C:8]2[CH:13]=[CH:12][C:11]([O:14]CC3C=CC=CC=3)=[C:10]([N:22]3[S:26](=[O:28])(=[O:27])[NH:25][C:24](=[O:29])[CH2:23]3)[CH:9]=2)[CH:5]=[CH:6][CH:7]=1. (5) The reactants are: [Cl:1][C:2]1[CH:3]=[C:4]([NH:10]C2N=C(NC3CCCCCC3)N=C(N(C)C3CCN(C)CC3)N=2)[CH:5]=[CH:6][C:7]=1[O:8][CH3:9].[N:34]1[C:41]([Cl:42])=[N:40][C:38]([Cl:39])=[N:37][C:35]=1Cl.ClC1C=C(C=CC=1OC)N.[OH-].[Na+]. Given the product [Cl:1][C:2]1[CH:3]=[C:4]([NH:10][C:35]2[N:34]=[C:41]([Cl:42])[N:40]=[C:38]([Cl:39])[N:37]=2)[CH:5]=[CH:6][C:7]=1[O:8][CH3:9], predict the reactants needed to synthesize it. (6) Given the product [F:1][C:2]1[CH:7]=[C:6]([F:8])[CH:5]=[CH:4][C:3]=1[C:9]1[CH:14]=[C:13]([N:15]2[C:19]3[CH:20]=[CH:21][C:22]([C:24]4[O:28][CH:27]=[N:26][CH:25]=4)=[CH:23][C:18]=3[N:17]=[CH:16]2)[CH:12]=[C:11]([NH2:29])[CH:10]=1, predict the reactants needed to synthesize it. The reactants are: [F:1][C:2]1[CH:7]=[C:6]([F:8])[CH:5]=[CH:4][C:3]=1[C:9]1[CH:14]=[C:13]([N:15]2[C:19]3[CH:20]=[CH:21][C:22]([C:24]4[O:28][CH:27]=[N:26][CH:25]=4)=[CH:23][C:18]=3[N:17]=[CH:16]2)[CH:12]=[C:11]([NH:29]C(=O)C)[CH:10]=1.[OH-].[Na+]. (7) Given the product [CH2:69]([O:68][C:66](=[O:67])[CH2:65][CH2:64][C:63]([N:62]([CH3:61])[CH2:72][CH2:73][N:6]([CH2:7][C:8]1[CH:9]=[C:10]([CH:44]=[CH:45][CH:46]=1)[C:11]([NH:13][C:14]1[S:15][C:16]2[CH2:43][CH2:42][CH2:41][CH2:40][C:17]=2[C:18]=1[C:19]([NH:21][C:22]1[CH:27]=[CH:26][C:25]([CH2:28][CH2:29][C:30]2[CH:31]=[CH:32][C:33]([C:34]([O:36][CH3:37])=[O:35])=[CH:38][CH:39]=2)=[CH:24][CH:23]=1)=[O:20])=[O:12])[CH:3]([CH2:2][CH3:1])[CH2:4][CH3:5])=[O:71])[CH3:70], predict the reactants needed to synthesize it. The reactants are: [CH3:1][CH2:2][CH:3]([NH:6][CH2:7][C:8]1[CH:9]=[C:10]([CH:44]=[CH:45][CH:46]=1)[C:11]([NH:13][C:14]1[S:15][C:16]2[CH2:43][CH2:42][CH2:41][CH2:40][C:17]=2[C:18]=1[C:19]([NH:21][C:22]1[CH:27]=[CH:26][C:25]([CH2:28][CH2:29][C:30]2[CH:39]=[CH:38][C:33]([C:34]([O:36][CH3:37])=[O:35])=[CH:32][CH:31]=2)=[CH:24][CH:23]=1)=[O:20])=[O:12])[CH2:4][CH3:5].C(O[BH-](OC(=O)C)OC(=O)C)(=O)C.[Na+].[CH3:61][N:62]([CH2:72][CH:73]=O)[C:63](=[O:71])[CH2:64][CH2:65][C:66]([O:68][CH2:69][CH3:70])=[O:67].C(=O)([O-])O.[Na+]. (8) Given the product [CH3:1][O:2][C:3]([CH:5]([CH:12]1[NH:17][CH2:16][CH2:15][CH2:14][CH2:13]1)[C:6]1[CH:11]=[CH:10][CH:9]=[CH:8][CH:7]=1)=[O:4], predict the reactants needed to synthesize it. The reactants are: [CH3:1][O:2][C:3]([C@@H:5]([C@@H:12]1[NH:17][CH2:16][CH2:15][CH2:14][CH2:13]1)[C:6]1[CH:7]=[CH:8][CH:9]=[CH:10][CH:11]=1)=[O:4].CC1C=CC=CC=1O[C@@H](C1C=CC=CC=1)CCNC.C[C@H](N)CC1C=CC=CC=1.NC(CC1C=CC=CC=1)C.C1C=CC(C([S+]([O-])CC(N)=O)C2C=CC=CC=2)=CC=1.C1C=C(Cl)C(CC(NC(N)=N)=O)=C(Cl)C=1.C1C=C(Cl)C(NC2NCCN=2)=C(Cl)C=1.